Dataset: Full USPTO retrosynthesis dataset with 1.9M reactions from patents (1976-2016). Task: Predict the reactants needed to synthesize the given product. Given the product [Cl:1][C:2]1[C:11]2[C:6](=[CH:7][C:8]([O:12][CH3:13])=[CH:9][CH:10]=2)[C:5]([N:14]2[CH2:19][CH2:18][N:17]([CH2:26][CH:27]([F:29])[F:28])[CH2:16][CH2:15]2)=[CH:4][N:3]=1, predict the reactants needed to synthesize it. The reactants are: [Cl:1][C:2]1[C:11]2[C:6](=[CH:7][C:8]([O:12][CH3:13])=[CH:9][CH:10]=2)[C:5]([N:14]2[CH2:19][CH2:18][NH:17][CH2:16][CH2:15]2)=[CH:4][N:3]=1.FC(F)(F)S(O[CH2:26][CH:27]([F:29])[F:28])(=O)=O.C(=O)([O-])[O-].[Na+].[Na+].